From a dataset of Full USPTO retrosynthesis dataset with 1.9M reactions from patents (1976-2016). Predict the reactants needed to synthesize the given product. (1) Given the product [CH:15]([C:19]1[C:20]([Cl:28])=[N:21][C:22]([S:26]([CH3:27])(=[O:9])=[O:29])=[N:23][C:24]=1[CH3:25])([CH2:17][CH3:18])[CH3:16], predict the reactants needed to synthesize it. The reactants are: ClC1C=CC=C(C(OO)=[O:9])C=1.ClCCl.[CH:15]([C:19]1[C:20]([Cl:28])=[N:21][C:22]([S:26][CH3:27])=[N:23][C:24]=1[CH3:25])([CH2:17][CH3:18])[CH3:16].[OH2:29]. (2) Given the product [Br:1][C:2]1[N:7]=[C:6]([C:8](=[O:11])[NH:9][CH3:10])[C:5]([NH:12][C:13]2[C:18]([C:19]([F:22])([F:21])[F:20])=[CH:17][N:16]=[C:15]([NH:23][C:24]3[CH:54]=[CH:53][C:27]([CH2:28][P:29](=[O:52])([O:33][C@H:34]([CH2:36][CH2:37][N:38]4[CH:42]=[C:41]([B:43]5[O:47][C:46]([CH3:49])([CH3:48])[C:45]([CH3:50])([CH3:51])[O:44]5)[CH:40]=[N:39]4)[CH3:35])[O:30][CH2:31][CH3:32])=[CH:26][C:25]=3[O:55][CH3:56])[N:14]=2)=[CH:4][CH:3]=1, predict the reactants needed to synthesize it. The reactants are: [Br:1][C:2]1[N:7]=[C:6]([C:8](=[O:11])[NH:9][CH3:10])[C:5]([NH:12][C:13]2[C:18]([C:19]([F:22])([F:21])[F:20])=[CH:17][N:16]=[C:15]([NH:23][C:24]3[CH:54]=[CH:53][C:27]([CH2:28][P:29](=[O:52])([O:33][C@@H:34]([CH2:36][CH2:37][N:38]4[CH:42]=[C:41]([B:43]5[O:47][C:46]([CH3:49])([CH3:48])[C:45]([CH3:51])([CH3:50])[O:44]5)[CH:40]=[N:39]4)[CH3:35])[O:30][CH2:31][CH3:32])=[CH:26][C:25]=3[O:55][CH3:56])[N:14]=2)=[CH:4][CH:3]=1.BrC1N=C(C(=O)NC)C(NC2C(C(F)(F)F)=CN=C(NC3C=CC(CP(=O)(O)OCC)=CC=3OC)N=2)=CC=1.CC1(C)C(C)(C)OB(C2C=NN(CC[C@@H](O)C)C=2)O1. (3) Given the product [Cl:36][C:34]1[CH:33]=[CH:32][C:31]2[N:30]([CH:29]3[CH2:16][CH2:15]3)[C:4](=[O:6])[CH:3]([CH2:7][C:8]3[CH:13]=[CH:12][CH:11]=[CH:10][C:9]=3[Cl:14])[NH:2][C:26](=[O:28])[C:25]=2[CH:35]=1, predict the reactants needed to synthesize it. The reactants are: Cl.[NH2:2][CH:3]([CH2:7][C:8]1[CH:13]=[CH:12][CH:11]=[CH:10][C:9]=1[Cl:14])[C:4]([OH:6])=O.[CH2:15](N(CC)CC)[CH3:16].C1([C:25]23[CH:35]=[C:34]([Cl:36])[CH:33]=[CH:32][CH:31]2[NH:30][C:29](=O)[O:28][C:26]3=O)CC1. (4) Given the product [C:1]([O:5][C:6](=[O:7])[NH:8][CH:9]([CH:28]1[CH2:29][CH2:30][CH2:31][CH2:32][CH2:33]1)[C:10]([N:12]1[CH2:13][CH2:14][CH:15]2[N:16]([C:23]([CH:25]3[CH2:27][CH2:26]3)=[O:24])[CH2:17][CH:18]([C:20](=[O:22])[NH:44][CH:42]3[C:41]4[C:40](=[CH:48][CH:49]=[CH:34][CH:35]=4)[CH2:39][CH2:38][CH2:43]3)[CH:19]12)=[O:11])([CH3:2])([CH3:4])[CH3:3], predict the reactants needed to synthesize it. The reactants are: [C:1]([O:5][C:6]([NH:8][CH:9]([CH:28]1[CH2:33][CH2:32][CH2:31][CH2:30][CH2:29]1)[C:10]([N:12]1[CH:19]2[CH:15]([N:16]([C:23]([CH:25]3[CH2:27][CH2:26]3)=[O:24])[CH2:17][CH:18]2[C:20]([OH:22])=O)[CH2:14][CH2:13]1)=[O:11])=[O:7])([CH3:4])([CH3:3])[CH3:2].[CH2:34](Cl)[CH2:35]Cl.[CH:38]1[CH:39]=[CH:40][C:41]2N(O)N=[N:44][C:42]=2[CH:43]=1.[CH3:48][CH2:49]N(C(C)C)C(C)C. (5) The reactants are: [N:1]1([C:7]2[N:11]3[CH:12]=[CH:13][CH:14]=[CH:15][C:10]3=[C:9]([C:16]([OH:18])=O)[N:8]=2)[CH2:6][CH2:5][O:4][CH2:3][CH2:2]1.[NH2:19][C:20]1([CH2:26][OH:27])[CH2:25][CH2:24][CH2:23][CH2:22][CH2:21]1.C1C=NC2N(O)N=NC=2C=1.C(Cl)CCl.CCN(C(C)C)C(C)C. Given the product [OH:27][CH2:26][C:20]1([NH:19][C:16]([C:9]2[N:8]=[C:7]([N:1]3[CH2:2][CH2:3][O:4][CH2:5][CH2:6]3)[N:11]3[CH:12]=[CH:13][CH:14]=[CH:15][C:10]=23)=[O:18])[CH2:25][CH2:24][CH2:23][CH2:22][CH2:21]1, predict the reactants needed to synthesize it. (6) Given the product [C:1]([O:5][C:6](=[O:20])[N:7]([CH2:11][C:12]1[CH:17]=[C:16]([CH:28]=[CH2:29])[CH:15]=[CH:14][C:13]=1[Cl:19])[CH:8]1[CH2:10][CH2:9]1)([CH3:4])([CH3:3])[CH3:2], predict the reactants needed to synthesize it. The reactants are: [C:1]([O:5][C:6](=[O:20])[N:7]([CH2:11][C:12]1[CH:17]=[C:16](Br)[CH:15]=[CH:14][C:13]=1[Cl:19])[CH:8]1[CH2:10][CH2:9]1)([CH3:4])([CH3:3])[CH3:2].C([O-])([O-])=O.[K+].[K+].O.[CH3:28][C:29]1(C)C(C)(C)OB(C=C)O1. (7) Given the product [Cl:1][CH2:2][CH2:3][CH2:4][CH:5]([C:6]1[O:25][C:10]([C:11]2[CH:16]=[CH:15][C:14]([C:17]3[O:21][C:20]([CH3:22])=[N:19][CH:18]=3)=[C:13]([O:23][CH3:24])[CH:12]=2)=[N:9][N:8]=1)[C:26]1[CH:31]=[CH:30][C:29]([C:32]([F:34])([F:35])[F:33])=[CH:28][CH:27]=1, predict the reactants needed to synthesize it. The reactants are: [Cl:1][CH2:2][CH2:3][CH2:4][CH:5]([C:26]1[CH:31]=[CH:30][C:29]([C:32]([F:35])([F:34])[F:33])=[CH:28][CH:27]=1)[C:6]([NH:8][NH:9][C:10](=[O:25])[C:11]1[CH:16]=[CH:15][C:14]([C:17]2[O:21][C:20]([CH3:22])=[N:19][CH:18]=2)=[C:13]([O:23][CH3:24])[CH:12]=1)=O.C(Cl)(Cl)(Cl)Cl.C1(P(C2C=CC=CC=2)C2C=CC=CC=2)C=CC=CC=1.